Predict the product of the given reaction. From a dataset of Forward reaction prediction with 1.9M reactions from USPTO patents (1976-2016). (1) Given the reactants C([O:3][C:4](=[O:29])[CH2:5][O:6][C:7]1[CH:12]=[C:11]([F:13])[C:10]([C:14]#[N:15])=[CH:9][C:8]=1[C:16](=[O:28])[NH:17][CH2:18][C:19]1[CH:24]=[CH:23][CH:22]=[C:21]([N+:25]([O-:27])=[O:26])[CH:20]=1)C.CO, predict the reaction product. The product is: [C:14]([C:10]1[C:11]([F:13])=[CH:12][C:7]([O:6][CH2:5][C:4]([OH:29])=[O:3])=[C:8]([C:16](=[O:28])[NH:17][CH2:18][C:19]2[CH:24]=[CH:23][CH:22]=[C:21]([N+:25]([O-:27])=[O:26])[CH:20]=2)[CH:9]=1)#[N:15]. (2) Given the reactants Cl.Cl.[CH2:3]([N:10]([CH3:32])[CH2:11][C@H:12]1[CH2:17][N:16]([C:18]2[CH:23]=[CH:22][C:21]([O:24][CH3:25])=[C:20]([O:26][CH:27]3[CH2:31][CH2:30][CH2:29][CH2:28]3)[CH:19]=2)[CH2:15][CH2:14][NH:13]1)[C:4]1[CH:9]=[CH:8][CH:7]=[CH:6][CH:5]=1.C(N(CC)CC)C.[C:40](Cl)(=[O:42])[CH3:41].C([O-])(O)=O.[Na+], predict the reaction product. The product is: [CH2:3]([N:10]([CH2:11][C@H:12]1[CH2:17][N:16]([C:18]2[CH:23]=[CH:22][C:21]([O:24][CH3:25])=[C:20]([O:26][CH:27]3[CH2:31][CH2:30][CH2:29][CH2:28]3)[CH:19]=2)[CH2:15][CH2:14][N:13]1[C:40](=[O:42])[CH3:41])[CH3:32])[C:4]1[CH:5]=[CH:6][CH:7]=[CH:8][CH:9]=1. (3) The product is: [CH2:48]([N:22]([CH2:20][CH3:21])[C:23](=[O:47])[C:24]1[CH:29]=[CH:28][C:27]([CH:30]([N:31]2[CH2:32][CH2:33][N:34]([CH2:1][C:2]3[O:6][CH:5]=[CH:4][CH:3]=3)[CH2:35][CH2:36]2)[C:37]2[CH:38]=[CH:39][CH:40]=[C:41]3[C:46]=2[N:45]=[CH:44][CH:43]=[CH:42]3)=[CH:26][CH:25]=1)[CH3:49]. Given the reactants [CH2:1](O)[C:2]1[O:6][CH:5]=[CH:4][CH:3]=1.C(N(CC)CC)C.CS(Cl)(=O)=O.[CH2:20]([N:22]([CH2:48][CH3:49])[C:23](=[O:47])[C:24]1[CH:29]=[CH:28][C:27]([CH:30]([C:37]2[CH:38]=[CH:39][CH:40]=[C:41]3[C:46]=2[N:45]=[CH:44][CH:43]=[CH:42]3)[N:31]2[CH2:36][CH2:35][NH:34][CH2:33][CH2:32]2)=[CH:26][CH:25]=1)[CH3:21].[OH-].[Na+], predict the reaction product. (4) The product is: [Br:32][C:33]1[CH:34]=[C:35]([CH2:36][C:10]([C:11]2[CH:16]=[CH:15][CH:14]=[C:13]([CH3:17])[N:12]=2)=[O:43])[CH:38]=[CH:39][C:40]=1[F:41]. Given the reactants C1(C2C=CC=CC=2N(C2C=CC=CC=2)[CH:10](P(=O)([O-])[O-])[C:11]2[CH:16]=[CH:15][CH:14]=[C:13]([CH3:17])[N:12]=2)C=CC=CC=1.[Br:32][C:33]1[CH:34]=[C:35]([CH:38]=[CH:39][C:40]=1[F:41])[CH:36]=O.C(=O)([O-])[O-:43].[Cs+].[Cs+].Cl, predict the reaction product. (5) Given the reactants [CH2:1]([N:8]1[C:16]2[C:11](=[C:12]([C:17]3[CH:22]=[CH:21][C:20]([OH:23])=[CH:19][CH:18]=3)[CH:13]=[CH:14][CH:15]=2)[C:10]([CH3:24])=[C:9]1[C:25]1[CH:30]=[CH:29][CH:28]=[CH:27][CH:26]=1)[C:2]1[CH:7]=[CH:6][CH:5]=[CH:4][CH:3]=1.C([O-])([O-])=O.[K+].[K+].Br[CH2:38][C:39]#[N:40], predict the reaction product. The product is: [CH2:1]([N:8]1[C:16]2[C:11](=[C:12]([C:17]3[CH:22]=[CH:21][C:20]([O:23][CH2:38][C:39]#[N:40])=[CH:19][CH:18]=3)[CH:13]=[CH:14][CH:15]=2)[C:10]([CH3:24])=[C:9]1[C:25]1[CH:30]=[CH:29][CH:28]=[CH:27][CH:26]=1)[C:2]1[CH:3]=[CH:4][CH:5]=[CH:6][CH:7]=1. (6) Given the reactants [O:1]=[C:2]1[CH2:7][CH2:6][N:5]([C:8]([O:10][C:11]([CH3:14])([CH3:13])[CH3:12])=[O:9])[CH2:4][CH2:3]1.CO, predict the reaction product. The product is: [OH:1][CH:2]1[CH2:3][CH2:4][N:5]([C:8]([O:10][C:11]([CH3:14])([CH3:13])[CH3:12])=[O:9])[CH2:6][CH2:7]1. (7) Given the reactants [NH2:1][C:2]([C:4]1[CH:9]=[C:8]([C:10]([NH:12][CH2:13][C:14]([CH3:17])([CH3:16])[CH3:15])=[O:11])[CH:7]=[CH:6][C:5]=1[C:18]1[C:23]([CH3:24])=[C:22]([F:25])[CH:21]=[C:20]([C:26]([OH:28])=O)[CH:19]=1)=[O:3].CN(C(ON1N=NC2C=CC=CC1=2)=[N+](C)C)C.F[P-](F)(F)(F)(F)F.CCN(CC)CC.[NH2:60][CH2:61][CH2:62][OH:63], predict the reaction product. The product is: [CH3:17][C:14]([CH3:15])([CH3:16])[CH2:13][NH:12][C:10]([C:8]1[CH:9]=[C:4]([C:2]([NH2:1])=[O:3])[C:5]([C:18]2[C:23]([CH3:24])=[C:22]([F:25])[CH:21]=[C:20]([C:26]([NH:60][CH2:61][CH2:62][OH:63])=[O:28])[CH:19]=2)=[CH:6][CH:7]=1)=[O:11].